This data is from Full USPTO retrosynthesis dataset with 1.9M reactions from patents (1976-2016). The task is: Predict the reactants needed to synthesize the given product. Given the product [OH:38][C@@H:36]([CH3:37])[C:34]([N:2]1[CH2:6][CH2:5][C@@H:4]([NH:7][C:8]([C:10]2[C:14]3[N:15]=[CH:16][N:17]=[C:18]([C:19]4[CH:24]=[C:23]([O:25][CH3:26])[C:22]([F:27])=[CH:21][C:20]=4[O:28][CH2:29][CH:30]4[CH2:31][CH2:32]4)[C:13]=3[NH:12][CH:11]=2)=[O:9])[CH2:3]1)=[O:35], predict the reactants needed to synthesize it. The reactants are: Cl.[NH:2]1[CH2:6][CH2:5][C@@H:4]([NH:7][C:8]([C:10]2[C:14]3[N:15]=[CH:16][N:17]=[C:18]([C:19]4[CH:24]=[C:23]([O:25][CH3:26])[C:22]([F:27])=[CH:21][C:20]=4[O:28][CH2:29][CH:30]4[CH2:32][CH2:31]4)[C:13]=3[NH:12][CH:11]=2)=[O:9])[CH2:3]1.Cl[C:34]([C@@H:36]([O:38]C(=O)C)[CH3:37])=[O:35].